This data is from NCI-60 drug combinations with 297,098 pairs across 59 cell lines. The task is: Regression. Given two drug SMILES strings and cell line genomic features, predict the synergy score measuring deviation from expected non-interaction effect. (1) Drug 1: CS(=O)(=O)CCNCC1=CC=C(O1)C2=CC3=C(C=C2)N=CN=C3NC4=CC(=C(C=C4)OCC5=CC(=CC=C5)F)Cl. Drug 2: C1CC(=O)NC(=O)C1N2C(=O)C3=CC=CC=C3C2=O. Cell line: NCI-H226. Synergy scores: CSS=-4.43, Synergy_ZIP=2.83, Synergy_Bliss=1.76, Synergy_Loewe=-3.12, Synergy_HSA=-3.12. (2) Drug 1: CC1C(C(CC(O1)OC2CC(OC(C2O)C)OC3=CC4=CC5=C(C(=O)C(C(C5)C(C(=O)C(C(C)O)O)OC)OC6CC(C(C(O6)C)O)OC7CC(C(C(O7)C)O)OC8CC(C(C(O8)C)O)(C)O)C(=C4C(=C3C)O)O)O)O. Drug 2: COC1=C2C(=CC3=C1OC=C3)C=CC(=O)O2. Cell line: NCI/ADR-RES. Synergy scores: CSS=-0.470, Synergy_ZIP=-3.38, Synergy_Bliss=0.292, Synergy_Loewe=-13.8, Synergy_HSA=-1.82. (3) Drug 1: CCN(CC)CCCC(C)NC1=C2C=C(C=CC2=NC3=C1C=CC(=C3)Cl)OC. Drug 2: CN(C(=O)NC(C=O)C(C(C(CO)O)O)O)N=O. Cell line: NCI-H460. Synergy scores: CSS=12.0, Synergy_ZIP=-0.599, Synergy_Bliss=0.0710, Synergy_Loewe=-8.60, Synergy_HSA=-2.74. (4) Drug 1: C1CCC(C1)C(CC#N)N2C=C(C=N2)C3=C4C=CNC4=NC=N3. Drug 2: C#CCC(CC1=CN=C2C(=N1)C(=NC(=N2)N)N)C3=CC=C(C=C3)C(=O)NC(CCC(=O)O)C(=O)O. Cell line: PC-3. Synergy scores: CSS=41.6, Synergy_ZIP=-0.741, Synergy_Bliss=-4.20, Synergy_Loewe=-80.4, Synergy_HSA=-5.44. (5) Drug 1: CC1=C2C(C(=O)C3(C(CC4C(C3C(C(C2(C)C)(CC1OC(=O)C(C(C5=CC=CC=C5)NC(=O)C6=CC=CC=C6)O)O)OC(=O)C7=CC=CC=C7)(CO4)OC(=O)C)O)C)OC(=O)C. Drug 2: CN1C2=C(C=C(C=C2)N(CCCl)CCCl)N=C1CCCC(=O)O.Cl. Cell line: COLO 205. Synergy scores: CSS=14.4, Synergy_ZIP=1.74, Synergy_Bliss=1.65, Synergy_Loewe=-44.2, Synergy_HSA=2.26. (6) Drug 1: CC1C(C(CC(O1)OC2CC(CC3=C2C(=C4C(=C3O)C(=O)C5=C(C4=O)C(=CC=C5)OC)O)(C(=O)C)O)N)O.Cl. Drug 2: CC1=C(C(CCC1)(C)C)C=CC(=CC=CC(=CC(=O)O)C)C. Cell line: TK-10. Synergy scores: CSS=15.4, Synergy_ZIP=-3.41, Synergy_Bliss=1.02, Synergy_Loewe=-14.6, Synergy_HSA=-0.384. (7) Cell line: A549. Drug 1: C1=CC(=CC=C1CCCC(=O)O)N(CCCl)CCCl. Drug 2: COC1=C2C(=CC3=C1OC=C3)C=CC(=O)O2. Synergy scores: CSS=31.0, Synergy_ZIP=-1.83, Synergy_Bliss=-2.81, Synergy_Loewe=-1.75, Synergy_HSA=-1.73. (8) Drug 2: CN(C(=O)NC(C=O)C(C(C(CO)O)O)O)N=O. Synergy scores: CSS=18.8, Synergy_ZIP=-1.76, Synergy_Bliss=5.15, Synergy_Loewe=-4.12, Synergy_HSA=-4.05. Cell line: OVCAR-8. Drug 1: CCN(CC)CCCC(C)NC1=C2C=C(C=CC2=NC3=C1C=CC(=C3)Cl)OC.